From a dataset of Orexin1 receptor HTS with 218,158 compounds and 233 confirmed actives. Binary Classification. Given a drug SMILES string, predict its activity (active/inactive) in a high-throughput screening assay against a specified biological target. (1) The compound is O1C(CCc2c1cc(OCC(=O)NC1CC1)c1c2oc(=O)c(c1C)C)(C)C. The result is 0 (inactive). (2) The drug is s1c2nc([nH]c(=O)c2c(c1C(=O)C)C)CSc1n(CCCOC)cnn1. The result is 0 (inactive). (3) The molecule is O1c2c(OC1)ccc(c2)/C(=N\OCC(OCC(=O)Nc1cc(OC)cc(OC)c1)=O)C. The result is 0 (inactive). (4) The drug is n12nc(cc(c1nnc2)c1ccccc1)C. The result is 0 (inactive). (5) The drug is P(=O)(c1ccc(cc1)C(OCC)=O)(c1ccccc1)c1ccccc1. The result is 0 (inactive). (6) The result is 0 (inactive). The molecule is S(CC(CSc1nc(cc(n1)C)C)C(O)=O)c1nc(cc(n1)C)C. (7) The compound is O=C1N(c2c(/C1=N\Nc1nc3c(cc1)cccc3)cccc2)CC. The result is 0 (inactive). (8) The molecule is O(CC(=O)N1C(CCC1)C(O)=O)c1c(c2oc(=O)cc(c2cc1)CC)C. The result is 0 (inactive).